This data is from Catalyst prediction with 721,799 reactions and 888 catalyst types from USPTO. The task is: Predict which catalyst facilitates the given reaction. (1) Reactant: [F:1][C:2]([F:11])([F:10])[CH2:3][CH2:4][CH:5]([C:8]#[N:9])[C:6]#[N:7].C(=O)([O-])[O-].[K+].[K+].Cl[CH2:19][C:20]1[CH:25]=[CH:24][N:23]=[CH:22][CH:21]=1. Product: [N:23]1[CH:24]=[CH:25][C:20]([CH2:19][C:5]([CH2:4][CH2:3][C:2]([F:10])([F:11])[F:1])([C:8]#[N:9])[C:6]#[N:7])=[CH:21][CH:22]=1. The catalyst class is: 9. (2) Reactant: [NH2:1][C@H:2]([C:7]([OH:9])=[O:8])[CH2:3][CH:4]([CH3:6])[CH3:5].N.[CH:11](N)=[O:12]. Product: [CH:11]([NH:1][C@H:2]([C:7]([OH:9])=[O:8])[CH2:3][CH:4]([CH3:6])[CH3:5])=[O:12]. The catalyst class is: 6. (3) Reactant: [C:1]([O:5][C:6]([N:8]1[CH2:14][C:13]2[CH:15]=[C:16]([N:19]3[CH2:23][CH:22]([CH2:24][OH:25])[O:21][C:20]3=[O:26])[CH:17]=[CH:18][C:12]=2[O:11][CH2:10][CH2:9]1)=[O:7])([CH3:4])([CH3:3])[CH3:2].C(N(C(C)C)CC)(C)C.[CH3:36][S:37](Cl)(=[O:39])=[O:38]. Product: [C:1]([O:5][C:6]([N:8]1[CH2:14][C:13]2[CH:15]=[C:16]([N:19]3[CH2:23][CH:22]([CH2:24][O:25][S:37]([CH3:36])(=[O:39])=[O:38])[O:21][C:20]3=[O:26])[CH:17]=[CH:18][C:12]=2[O:11][CH2:10][CH2:9]1)=[O:7])([CH3:4])([CH3:2])[CH3:3]. The catalyst class is: 96.